From a dataset of Full USPTO retrosynthesis dataset with 1.9M reactions from patents (1976-2016). Predict the reactants needed to synthesize the given product. (1) Given the product [CH2:9]([O:11][C:12](=[O:19])[C@@H:13]1[CH2:17][CH:16]([OH:18])[CH2:15][N:14]1[C:1](=[O:3])[CH3:2])[CH3:10], predict the reactants needed to synthesize it. The reactants are: [C:1](OC(=O)C)(=[O:3])[CH3:2].Cl.[CH2:9]([O:11][C:12](=[O:19])[C@@H:13]1[CH2:17][CH:16]([OH:18])[CH2:15][NH:14]1)[CH3:10].C(N(CC)CC)C.C(Cl)(Cl)Cl. (2) Given the product [C:28]1([C:9]2[CH:10]=[C:11]([C:16]3[NH:17][CH:18]=[CH:19][CH:20]=3)[CH:12]=[C:13]3[C:8]=2[N:7]=[C:6]([C:4]([OH:5])=[O:3])[CH:15]=[CH:14]3)[C:37]2[C:32](=[CH:33][CH:34]=[CH:35][CH:36]=2)[CH:31]=[CH:30][CH:29]=1, predict the reactants needed to synthesize it. The reactants are: C([O:3][C:4]([C:6]1[CH:15]=[CH:14][C:13]2[C:8](=[C:9]([C:28]3[C:37]4[C:32](=[CH:33][CH:34]=[CH:35][CH:36]=4)[CH:31]=[CH:30][CH:29]=3)[CH:10]=[C:11]([C:16]3[N:17](C(OC(C)(C)C)=O)[CH:18]=[CH:19][CH:20]=3)[CH:12]=2)[N:7]=1)=[O:5])C.C1COCC1.Cl.